From a dataset of Drug-target binding data from BindingDB using Ki measurements. Regression. Given a target protein amino acid sequence and a drug SMILES string, predict the binding affinity score between them. We predict pKi (pKi = -log10(Ki in M); higher means stronger inhibition). Dataset: bindingdb_ki. (1) The compound is NC1(C(=O)O)CC1c1cccc(O)c1. The target protein (P80041) has sequence MNASDFRRRGKEMVDYMADYLEGIEGRQVYPDVQPGYLRPLIPATAPQEPDTFEDILQDVEKIIMPGVTHWHSPYFFAYFPTASSYPAMLADMLCGAIGCIGFSWAASPACTELETVMMDWLGKMLQLPEAFLAGEAGEGGGVIQGSASEATLVALLAARTKVVRRLQAASPGLTQGAVLEKLVAYASDQAHSSVERAGLIGGVKLKAIPSDGKFAMRASALQEALERDKAAGLIPFFVVATLGTTSCCSFDNLLEVGPICHEEDIWLHVDAAYAGSAFICPEFRHLLNGVEFADSFNFNPHKWLLVNFDCSAMWVKRRTDLTGAFKLDPVYLKHSHQGSGLITDYRHWQLPLGRRFRSLKMWFVFRMYGVKGLQAYIRKHVQLSHEFEAFVLQDPRFEVCAEVTLGLVCFRLKGSDGLNEALLERINSARKIHLVPCRLRGQFVLRFAICSRKVESGHVRLAWEHIRGLAAELLAAEEGKAEIKS. The pKi is 3.2. (2) The pKi is 6.2. The target protein sequence is NEVTLLDSRSVQGELGWIASPLEGGWEEVSIMDEKNTPIRTYQVCNVMEPSQNNWLRTDWITREGAQRVYIEIKFTLRDCNSLPGVMGTCKETFNLYYYESDNDKERFIRENQFVKIDTIAADESFTQVDIGDRIMKLNTEIRDVGPLSKKGFYLAFQDVGACIALVSVRVFYKKCPLTVR. The small molecule is COc1ccc2[nH]cc(CCNC(=O)[C@H](Cc3ccncc3)NC(=O)[C@H](Cc3ccc(Cl)cc3)NC(=O)[C@H](Cc3c[nH]c4ccc(O)cc34)NC(=O)CCCN)c2c1. (3) The small molecule is NC(=O)c1cccc([C@@H]2O[C@H](COP(=O)(O)OP(=O)(O)OC[C@H]3O[C@@H](n4cnc5c(N)ncnc54)[C@H](O)[C@@H]3O)[C@@H](O)[C@H]2O)c1. The target protein (O95544) has sequence MEMEQEKMTMNKELSPDAAAYCCSACHGDETWSYNHPIRGRAKSRSLSASPALGSTKEFRRTRSLHGPCPVTTFGPKACVLQNPQTIMHIQDPASQRLTWNKSPKSVLVIKKMRDASLLQPFKELCTHLMEENMIVYVEKKVLEDPAIASDESFGAVKKKFCTFREDYDDISNQIDFIICLGGDGTLLYASSLFQGSVPPVMAFHLGSLGFLTPFSFENFQSQVTQVIEGNAAVVLRSRLKVRVVKELRGKKTAVHNGLGENGSQAAGLDMDVGKQAMQYQVLNEVVIDRGPSSYLSNVDVYLDGHLITTVQGDGVIVSTPTGSTAYAAAAGASMIHPNVPAIMITPICPHSLSFRPIVVPAGVELKIMLSPEARNTAWVSFDGRKRQEIRHGDSISITTSCYPLPSICVRDPVSDWFESLAQCLHWNVRKKQAHFEEEEEEEEEG. The pKi is 4.0. (4) The drug is O=C(Nc1ccc([C@H]2CCNC2)cc1)c1ccc(OCC(F)(F)F)nc1. The target protein (Q923Y8) has sequence MHLCHAITNISHRNSDWSREVQASLYSLMSLIILATLVGNLIVIISISHFKQLHTPTNWLLHSMAIVDFLLGCLIMPCSMVRTVERCWYFGEILCKVHTSTDIMLSSASIFHLAFISIDRYCAVCDPLRYKAKINISTILVMILVSWSLPAVYAFGMIFLELNLKGVEELYRSQVSDLGGCSPFFSKVSGVLAFMTSFYIPGSVMLFVYYRIYFIAKGQARSINRTNVQVGLEGKSQAPQSKETKAAKTLGIMVGVFLVCWCPFFLCTVLDPFLGYVIPPSLNDALYWFGYLNSALNPMVYAFFYPWFRRALKMVLLGKIFQKDSSRSKLFL. The pKi is 8.3. (5) The compound is C[C@@H](O)CCCCn1cnc2nc(NCc3ccc(Cl)c(Cl)c3)[nH]c(=O)c21. The target protein (O34623) has sequence MSFVHLQVHSGYSLLNSAAAVEELVSEADRLGYASLALTDDHVMYGAIQFYKACKARGINPIIGLTASVFTDDSELEAYPLVLLAKSNTGYQNLLKISSVLQSKSKGGLKPKWLHSYREGIIAITPGEKGYIETLLEGGLFEQAAQASLEFQSIFGKGAFYFSYQPFKGNQVLSEQILKLSEETGIPVTATGDVHYIRKEDKAAYRCLKAIKAGEKLTDAPAEDLPDLDLKPLEEMQNIYREHPEALQASVEIAEQCRVDVSLGQTRLPSFPTPDGTSADDYLTDICMEGLRSRFGKPDERYLRRLQYELDVIKRMKFSDYFLIVWDFMKHAHEKGIVTGPGRGSAAGSLVAYVLYITDVDPIKHHLLFERFLNPERVSMPDIDIDFPDTRRDEVIQYVQQKYGAMHVAQIITFGTLAAKAALRDVGRVFGVSPKEADQLAKLIPSRPGMTLDEARQQSPQLDKRLRESSLLQQVYSIARKIEGLPRHASTHAAGVVLSE.... The pKi is 7.5. (6) The target protein (P37238) has sequence MGETLGDSPVDPEHGAFADALPMSTSQEITMVDTEMPFWPTNFGISSVDLSVMEDHSHSFDIKPFTTVDFSSISAPHYEDIPFTRADPMVADYKYDLKLQEYQSAIKVEPASPPYYSEKTQLYNRPHEEPSNSLMAIECRVCGDKASGFHYGVHACEGCKGFFRRTIRLKLIYDRCDLNCRIHKKSRNKCQYCRFQKCLAVGMSHNAIRFGRMPQAEKEKLLAEISSDIDQLNPESADLRALAKHLYDSYIKSFPLTKAKARAILTGKTTDKSPFVIYDMNSLMMGEDKIKFKHITPLQEQSKEVAIRIFQGCQFRSVEAVQEITEYAKNIPGFINLDLNDQVTLLKYGVHEIIYTMLASLMNKDGVLISEGQGFMTREFLKNLRKPFGDFMEPKFEFAVKFNALELDDSDLAIFIAVIILSGDRPGLLNVKPIEDIQDNLLQALELQLKLNHPESSQLFAKVLQKMTDLRQIVTEHVQLLHVIKKTETDMSLHPLLQEI.... The pKi is 6.7. The drug is CCO[C@@H](Cc1ccc(OCCc2ccc(OS(C)(=O)=O)cc2)cc1)C(=O)O. (7) The pKi is 9.7. The compound is O=C1CC[C@](c2ccccc2)(C2CCN(Cc3ccccc3)CC2)C(=O)N1. The target protein (Q95223) has sequence MGDKGTRVFKKASPNGKLTVYLGKRGFVDHIDLVDPVDGVVLVDPEYLKERRVYVTLTCAFRYGREDLDVLGLTFRKDLFVANVQSFPPAPEDKKPLTRLQERLIKKLGEHAYPFTFEIPPKLPCSVTLQPGPEDTGKACGVDYEVKAFCAENLEEKIHKRNSVRLVIRKVQYAPERPGPHPTAETTRLFLMSDKPLHLEASLDKEIYYHGEPIIVNVHVTNNTNKTVKKIKISVRQYADICLFNTAQYKCPVAMEEADDTVAPSSTFCKVYTLTPFLANNREKRGLALDGKLKHEDTNLASSTLMREGANREILGIIVSYKVKVKLVVSRGGDVAVELPFTLMHPKPKEEPPHREVPENETPVDTNLIELDTNDDDIVFEDFARQRLKGMKDDKEEEDDVTGSPRLNDR. (8) The drug is N=C(N)NCCCCNC(=O)C1CC[C@H]2CN(C(=O)CCc3ccccc3)CC(=O)N12. The target protein (P18292) has sequence MLHVRGLGLPGCLALAALASLVHSQHVFLAPQQALSLLQRVRRANSGFLEELRKGNLERECVEEQCSYEEAFEALESPQDTDVFWAKYTVCDSVRKPRETFMDCLEGRCAMDLGLNYHGNVSVTHTGIECQLWRSRYPHRPDINSTTHPGADLKENFCRNPDSSTSGPWCYTTDPTVRREECSIPVCGQEGRTTVKMTPRSRGSKENLSPPLGECLLERGRLYQGNLAVTTLGSPCLAWDSLPTKTLSKYQNFDPEVKLVQNFCRNPDRDEEGAWCFVAQQPGFEYCSLNYCDEAVGEENHDGDESIAGRTTDAEFHTFFDERTFGLGEADCGLRPLFEKKSLTDKTEKELLDSYIDGRIVEGWDAEKGIAPWQVMLFRKSPQELLCGASLISDRWVLTAAHCILYPPWDKNFTENDLLVRIGKHSRTRYERNVEKISMLEKIYIHPRYNWRENLDRDIALLKLKKPVPFSDYIHPVCLPDKQTVTSLLQAGYKGRVTGW.... The pKi is 6.0.